This data is from Catalyst prediction with 721,799 reactions and 888 catalyst types from USPTO. The task is: Predict which catalyst facilitates the given reaction. (1) Reactant: Cl.[C:2]([O:6][C:7]([N:9]1[CH2:14][C@@H:13]2[CH2:15][CH2:16][C@H:10]1[CH2:11][NH:12]2)=[O:8])([CH3:5])([CH3:4])[CH3:3].[C:17](OC(=O)C)(=[O:19])[CH3:18].C(N(CC)CC)C. Product: [C:2]([O:6][C:7]([N:9]1[CH2:14][C@@H:13]2[CH2:15][CH2:16][C@H:10]1[CH2:11][N:12]2[C:17](=[O:19])[CH3:18])=[O:8])([CH3:5])([CH3:3])[CH3:4]. The catalyst class is: 2. (2) Reactant: [N+:1]([C:4]1[C:5]([C:9]([N:11]2[CH2:16][CH2:15][O:14][CH2:13][CH2:12]2)=[O:10])=[N:6][NH:7][CH:8]=1)([O-:3])=[O:2].[C:17]1(B(O)O)[CH:22]=[CH:21][CH:20]=[CH:19][CH:18]=1.C([O-])(O)=O.[Na+]. Product: [N+:1]([C:4]1[C:5]([C:9]([N:11]2[CH2:16][CH2:15][O:14][CH2:13][CH2:12]2)=[O:10])=[N:6][N:7]([C:17]2[CH:22]=[CH:21][CH:20]=[CH:19][CH:18]=2)[CH:8]=1)([O-:3])=[O:2]. The catalyst class is: 302. (3) Reactant: [C:1]([O-:4])(=[O:3])[CH3:2].[C:5]([O-:8])(=[O:7])[CH3:6].[C:9]([O-:12])(=[O:11])[CH3:10].C([O-])(=O)C.[Pb+4:17].[Br:18][C:19]1[CH:24]=[CH:23][C:22](B(O)O)=[C:21]([CH2:28][CH3:29])[CH:20]=1.C(=O)([O-])[O-].[K+].[K+]. Product: [C:1]([O-:4])(=[O:3])[CH3:2].[C:5]([O-:8])(=[O:7])[CH3:6].[C:9]([O-:12])(=[O:11])[CH3:10].[Br:18][C:19]1[CH:24]=[CH:23][C:22]([Pb+3:17])=[C:21]([CH2:28][CH3:29])[CH:20]=1. The catalyst class is: 22. (4) Reactant: [CH3:1][O:2][CH2:3][O:4][CH:5]1[C:9]2[NH:10][N:11]=[C:12]([C:13]([O:15][CH2:16][CH3:17])=[O:14])[C:8]=2[C@H:7]2[CH2:18][C@@H:6]12.CC(C)([O-])C.[K+].CC1CCCO1.Br[CH2:32][C:33]([O:35][CH3:36])=[O:34]. Product: [CH3:36][O:35][C:33](=[O:34])[CH2:32][N:10]1[C:9]2[CH:5]([O:4][CH2:3][O:2][CH3:1])[C@@H:6]3[CH2:18][C@@H:7]3[C:8]=2[C:12]([C:13]([O:15][CH2:16][CH3:17])=[O:14])=[N:11]1. The catalyst class is: 3. (5) Reactant: Br[C:2]1[C:3]2[CH:12]=[CH:11][O:10][C:4]=2[C:5](=[O:9])[N:6]([CH3:8])[CH:7]=1.[CH:13]1([CH2:16][O:17][C:18]2[CH:23]=[CH:22][C:21]([S:24]([CH2:27][CH3:28])(=[O:26])=[O:25])=[CH:20][C:19]=2B2OC(C)(C)C(C)(C)O2)[CH2:15][CH2:14]1.C([O-])(O)=O.[Na+]. Product: [CH:13]1([CH2:16][O:17][C:18]2[CH:23]=[CH:22][C:21]([S:24]([CH2:27][CH3:28])(=[O:26])=[O:25])=[CH:20][C:19]=2[C:2]2[C:3]3[CH:12]=[CH:11][O:10][C:4]=3[C:5](=[O:9])[N:6]([CH3:8])[CH:7]=2)[CH2:14][CH2:15]1. The catalyst class is: 117.